From a dataset of Forward reaction prediction with 1.9M reactions from USPTO patents (1976-2016). Predict the product of the given reaction. The product is: [CH3:19][C:20]1[N:21]=[C:22]([C@H:25]2[CH2:29][O:28][CH2:27][NH:26]2)[S:23][CH:24]=1. Given the reactants N[C@H](CO)C(O)=O.CC1N=C([C@H]2CSCN2)SC=1.[CH3:19][C:20]1[N:21]=[C:22]([C@H:25]2[CH2:29][O:28][CH2:27][N:26]2C(OC(C)(C)C)=O)[S:23][CH:24]=1.Cl, predict the reaction product.